This data is from Reaction yield outcomes from USPTO patents with 853,638 reactions. The task is: Predict the reaction yield, written as a fraction of the theoretical maximum amount of product (1.0 means a 100% yield; for example, 0.34 means a 34% yield). (1) The reactants are [CH:1]1([C:7]2[CH:8]=[CH:9][C:10]3[O:14][C:13]([C:15]4[CH:22]=[CH:21][C:18]([CH:19]=O)=[CH:17][CH:16]=4)=[CH:12][C:11]=3[CH:23]=2)[CH2:6][CH2:5][CH2:4][CH2:3][CH2:2]1.C(O)(=O)C.[NH:28]1[CH2:31][CH:30]([C:32]([OH:34])=[O:33])[CH2:29]1.C([BH3-])#N.[Na+]. The catalyst is C(Cl)Cl.CO.CO. The product is [CH:1]1([C:7]2[CH:8]=[CH:9][C:10]3[O:14][C:13]([C:15]4[CH:16]=[CH:17][C:18]([CH2:19][N:28]5[CH2:31][CH:30]([C:32]([OH:34])=[O:33])[CH2:29]5)=[CH:21][CH:22]=4)=[CH:12][C:11]=3[CH:23]=2)[CH2:2][CH2:3][CH2:4][CH2:5][CH2:6]1. The yield is 0.420. (2) The reactants are N[C:2]1[CH:3]=[CH:4][C:5]([O:13][CH3:14])=[C:6]2[C:10]=1[C:9](=[O:11])[N:8]([CH3:12])[CH2:7]2.ClC1N=C(Cl)C(Cl)=CN=1.C(N(CC)C(C)C)(C)C. The catalyst is C(O)(C)C. The product is [CH3:14][O:13][C:5]1[CH:4]=[CH:3][CH:2]=[C:10]2[C:6]=1[CH2:7][N:8]([CH3:12])[C:9]2=[O:11]. The yield is 0.680.